From a dataset of Full USPTO retrosynthesis dataset with 1.9M reactions from patents (1976-2016). Predict the reactants needed to synthesize the given product. Given the product [OH:1][C:2]1[C:3]([C:9](=[O:11])[CH3:10])=[C:4]([O:8][CH:17]2[CH2:16][CH2:15][CH2:14][CH2:13][O:12]2)[CH:5]=[CH:6][CH:7]=1, predict the reactants needed to synthesize it. The reactants are: [OH:1][C:2]1[CH:7]=[CH:6][CH:5]=[C:4]([OH:8])[C:3]=1[C:9](=[O:11])[CH3:10].[OH2:12].[C:13]1(C)C=[CH:17][C:16](S(O)(=O)=O)=[CH:15][CH:14]=1.